From a dataset of Reaction yield outcomes from USPTO patents with 853,638 reactions. Predict the reaction yield, written as a fraction of the theoretical maximum amount of product (1.0 means a 100% yield; for example, 0.34 means a 34% yield). (1) The reactants are Br[C:2]1[CH:14]=[CH:13][C:12]2[C:11]3[C:6](=[CH:7][CH:8]=[CH:9][CH:10]=3)[C:5]([CH3:16])([CH3:15])[C:4]=2[CH:3]=1.[Cl:17][C:18]1[N:23]=[C:22](Cl)[N:21]=[C:20]([C:25]2[CH:30]=[CH:29][CH:28]=[CH:27][CH:26]=2)[N:19]=1. The catalyst is C1COCC1. The product is [Cl:17][C:18]1[N:23]=[C:22]([C:2]2[CH:14]=[CH:13][C:12]3[C:11]4[C:6](=[CH:7][CH:8]=[CH:9][CH:10]=4)[C:5]([CH3:16])([CH3:15])[C:4]=3[CH:3]=2)[N:21]=[C:20]([C:25]2[CH:30]=[CH:29][CH:28]=[CH:27][CH:26]=2)[N:19]=1. The yield is 0.810. (2) The reactants are [C:1]1([CH2:7][CH2:8][CH2:9][N:10]2[CH2:15][CH2:14][NH:13][CH2:12][CH2:11]2)[CH:6]=[CH:5][CH:4]=[CH:3][CH:2]=1.Br[CH2:17][CH2:18][CH2:19][CH2:20][CH2:21][CH2:22][CH3:23]. The catalyst is CO.C(OCC)(=O)C.O. The product is [CH2:17]([N:13]1[CH2:12][CH2:11][N:10]([CH2:9][CH2:8][CH2:7][C:1]2[CH:6]=[CH:5][CH:4]=[CH:3][CH:2]=2)[CH2:15][CH2:14]1)[CH2:18][CH2:19][CH2:20][CH2:21][CH2:22][CH3:23]. The yield is 0.440.